From a dataset of Catalyst prediction with 721,799 reactions and 888 catalyst types from USPTO. Predict which catalyst facilitates the given reaction. (1) Reactant: B.C1COCC1.[Br:7][C:8]1[CH:13]=[CH:12][C:11]([NH:14][C@@H:15]2[CH2:23][N:22]3[C@H:17]([CH2:18][O:19][CH2:20][C:21]3=O)[CH2:16]2)=[C:10]([N+:25]([O-:27])=[O:26])[CH:9]=1. Product: [Br:7][C:8]1[CH:13]=[CH:12][C:11]([NH:14][C@@H:15]2[CH2:23][N:22]3[C@H:17]([CH2:18][O:19][CH2:20][CH2:21]3)[CH2:16]2)=[C:10]([N+:25]([O-:27])=[O:26])[CH:9]=1. The catalyst class is: 7. (2) Reactant: [N+:1]([C:4]1[CH:9]=[C:8]([N+:10]([O-:12])=[O:11])[CH:7]=[CH:6][C:5]=1[S:13][C:14]1[CH:19]=[CH:18][CH:17]=[CH:16][C:15]=1[NH:20][C:21](=[O:23])[CH3:22])([O-:3])=[O:2].[I:24]Cl. Product: [N+:1]([C:4]1[CH:9]=[C:8]([N+:10]([O-:12])=[O:11])[CH:7]=[CH:6][C:5]=1[S:13][C:14]1[CH:19]=[CH:18][C:17]([I:24])=[CH:16][C:15]=1[NH:20][C:21](=[O:23])[CH3:22])([O-:3])=[O:2]. The catalyst class is: 15. (3) Reactant: [OH:1][C@@H:2]1[C@@H:6]([OH:7])[CH2:5][N:4]([C:8](=[O:18])[CH2:9][NH:10]C(=O)OC(C)(C)C)[C@@H:3]1[CH2:19][C:20]1[CH:25]=[CH:24][C:23]([O:26][CH3:27])=[CH:22][CH:21]=1.[F:28][C:29]([F:34])([F:33])[C:30]([OH:32])=[O:31]. Product: [NH2:10][CH2:9][C:8]([N:4]1[CH2:5][C@H:6]([OH:7])[C@@H:2]([OH:1])[C@H:3]1[CH2:19][C:20]1[CH:25]=[CH:24][C:23]([O:26][CH3:27])=[CH:22][CH:21]=1)=[O:18].[C:30]([OH:32])([C:29]([F:34])([F:33])[F:28])=[O:31]. The catalyst class is: 2. (4) Reactant: [Cl:1][C:2]1[CH:7]=[C:6]([C:8]#[C:9][C:10]2[N:11]=[C:12]([CH3:22])[N:13]([C:15]3[N:20]=[CH:19][NH:18][C:17](=[O:21])[CH:16]=3)[CH:14]=2)[CH:5]=[CH:4][N:3]=1.CI.[C:25](=O)([O-])[O-].[K+].[K+]. Product: [Cl:1][C:2]1[CH:7]=[C:6]([C:8]#[C:9][C:10]2[N:11]=[C:12]([CH3:22])[N:13]([C:15]3[N:20]=[CH:19][N:18]([CH3:25])[C:17](=[O:21])[CH:16]=3)[CH:14]=2)[CH:5]=[CH:4][N:3]=1. The catalyst class is: 21.